From a dataset of Peptide-MHC class I binding affinity with 185,985 pairs from IEDB/IMGT. Regression. Given a peptide amino acid sequence and an MHC pseudo amino acid sequence, predict their binding affinity value. This is MHC class I binding data. (1) The peptide sequence is AVYGNITHK. The MHC is HLA-A01:01 with pseudo-sequence HLA-A01:01. The binding affinity (normalized) is 0. (2) The peptide sequence is LTAQSRTLL. The MHC is Mamu-A01 with pseudo-sequence Mamu-A01. The binding affinity (normalized) is 1.00. (3) The peptide sequence is KMFHGGLRY. The MHC is HLA-B07:02 with pseudo-sequence HLA-B07:02. The binding affinity (normalized) is 0.0847. (4) The peptide sequence is SRAIWFMWL. The MHC is HLA-A02:19 with pseudo-sequence HLA-A02:19. The binding affinity (normalized) is 0.0847. (5) The peptide sequence is GVVTRSGAY. The MHC is HLA-A26:01 with pseudo-sequence HLA-A26:01. The binding affinity (normalized) is 0.378. (6) The peptide sequence is FQWPALHEE. The MHC is HLA-A25:01 with pseudo-sequence HLA-A25:01. The binding affinity (normalized) is 0.0847. (7) The peptide sequence is ETTQALQLF. The MHC is HLA-B46:01 with pseudo-sequence HLA-B46:01. The binding affinity (normalized) is 0.0847.